From a dataset of Forward reaction prediction with 1.9M reactions from USPTO patents (1976-2016). Predict the product of the given reaction. (1) Given the reactants [OH:1][CH2:2][CH2:3][CH:4]1[CH2:9][CH2:8][N:7](C(OC(C)(C)C)=O)[CH2:6][CH2:5]1.[Cl:17][C:18]1[CH:23]=[CH:22][C:21](O)=[CH:20][CH:19]=1, predict the reaction product. The product is: [Cl:17][C:18]1[CH:23]=[CH:22][C:21]([O:1][CH2:2][CH2:3][CH:4]2[CH2:5][CH2:6][NH:7][CH2:8][CH2:9]2)=[CH:20][CH:19]=1. (2) Given the reactants [C:1]1([C:7]2[CH:8]=[CH:9][C:10]([NH2:13])=[N:11][CH:12]=2)[CH:6]=[CH:5][CH:4]=[CH:3][CH:2]=1.[CH3:14][O:15][C:16]1[CH:17]=[C:18]([S:24](Cl)(=[O:26])=[O:25])[CH:19]=[CH:20][C:21]=1[O:22][CH3:23], predict the reaction product. The product is: [CH3:14][O:15][C:16]1[CH:17]=[C:18]([S:24]([NH:13][C:10]2[CH:9]=[CH:8][C:7]([C:1]3[CH:2]=[CH:3][CH:4]=[CH:5][CH:6]=3)=[CH:12][N:11]=2)(=[O:25])=[O:26])[CH:19]=[CH:20][C:21]=1[O:22][CH3:23]. (3) Given the reactants [Cl:1][C:2]1[CH:3]=[CH:4][C:5]2[O:9][CH2:8][C:7](=O)[C:6]=2[CH:11]=1.CC([O-])(C)C.[K+].ClC1C=CC(OCC(OCC)=O)=C(C=1)C(OC)=O.[NH4+:36].[Cl-].ClC1C=CC2OC(C(OCC)=O)=C(O)C=2C=1, predict the reaction product. The product is: [Cl:1][C:2]1[CH:3]=[CH:4][C:5]2[O:9][CH2:8][CH:7]([NH2:36])[C:6]=2[CH:11]=1.